From a dataset of Reaction yield outcomes from USPTO patents with 853,638 reactions. Predict the reaction yield, written as a fraction of the theoretical maximum amount of product (1.0 means a 100% yield; for example, 0.34 means a 34% yield). (1) The reactants are [C:1]([C:4]1[CH:11]=[C:10]([Cl:12])[C:7]([C:8]#[N:9])=[C:6]([N:13]2[CH2:16][CH:15]([O:17][CH3:18])[CH2:14]2)[C:5]=1[O:19][CH2:20][CH3:21])(=[O:3])[CH3:2].[BH4-].[Na+]. The catalyst is CO. The product is [Cl:12][C:10]1[C:7]([C:8]#[N:9])=[C:6]([N:13]2[CH2:16][CH:15]([O:17][CH3:18])[CH2:14]2)[C:5]([O:19][CH2:20][CH3:21])=[C:4]([CH:1]([OH:3])[CH3:2])[CH:11]=1. The yield is 1.00. (2) The reactants are [Br:1][C:2]1[CH:6]=[N:5][N:4]([CH3:7])[C:3]=1[C:8]1[CH:9]=[C:10]([NH2:16])[CH:11]=[CH:12][C:13]=1[O:14][CH3:15].[CH2:17]([N:24]=[C:25]=[O:26])[C:18]1[CH:23]=[CH:22][CH:21]=[CH:20][CH:19]=1. The catalyst is C(Cl)Cl. The product is [CH2:17]([NH:24][C:25]([NH:16][C:10]1[CH:11]=[CH:12][C:13]([O:14][CH3:15])=[C:8]([C:3]2[N:4]([CH3:7])[N:5]=[CH:6][C:2]=2[Br:1])[CH:9]=1)=[O:26])[C:18]1[CH:23]=[CH:22][CH:21]=[CH:20][CH:19]=1. The yield is 0.620. (3) The reactants are [CH3:1][C:2]1[N:6]=[C:5]([C:7]2[N:8]=[C:9]3[N:19]([CH:20]=2)[CH2:18][CH2:17][O:16][C:15]2[C:10]3=[CH:11][CH:12]=[C:13]([C:21]3[CH:22]=[N:23][N:24]([CH3:32])[C:25]=3[CH:26]3[CH2:31][CH2:30][CH2:29][NH:28][CH2:27]3)[CH:14]=2)[N:4]([CH:33]([CH3:35])[CH3:34])[N:3]=1.[CH3:36][C:37]([CH3:39])=O.[BH3-]C#N.[Na+]. The catalyst is C(O)C. The product is [CH:33]([N:4]1[C:5]([C:7]2[N:8]=[C:9]3[C:10]4[CH:11]=[CH:12][C:13]([C:21]5[CH:22]=[N:23][N:24]([CH3:32])[C:25]=5[CH:26]5[CH2:31][CH2:30][CH2:29][N:28]([CH:37]([CH3:39])[CH3:36])[CH2:27]5)=[CH:14][C:15]=4[O:16][CH2:17][CH2:18][N:19]3[CH:20]=2)=[N:6][C:2]([CH3:1])=[N:3]1)([CH3:35])[CH3:34]. The yield is 0.290. (4) The reactants are [C:1]([O:5][C:6](=[O:18])[NH:7][C:8]1[CH:13]=[CH:12][C:11](I)=[CH:10][C:9]=1[N+:15]([O-:17])=[O:16])([CH3:4])([CH3:3])[CH3:2].[CH2:19]([Sn:23]([CH2:41][CH2:42][CH2:43][CH3:44])([CH2:37][CH2:38][CH2:39][CH3:40])[Sn:23]([CH2:37][CH2:38][CH2:39][CH3:40])([CH2:41][CH2:42][CH2:43][CH3:44])[CH2:19][CH2:20][CH2:21][CH3:22])[CH2:20][CH2:21][CH3:22]. The catalyst is C1(C)C=CC=CC=1.C1C=CC([P]([Pd]([P](C2C=CC=CC=2)(C2C=CC=CC=2)C2C=CC=CC=2)([P](C2C=CC=CC=2)(C2C=CC=CC=2)C2C=CC=CC=2)[P](C2C=CC=CC=2)(C2C=CC=CC=2)C2C=CC=CC=2)(C2C=CC=CC=2)C2C=CC=CC=2)=CC=1. The product is [C:1]([O:5][C:6](=[O:18])[NH:7][C:8]1[CH:13]=[CH:12][C:11]([Sn:23]([CH2:37][CH2:38][CH2:39][CH3:40])([CH2:41][CH2:42][CH2:43][CH3:44])[CH2:19][CH2:20][CH2:21][CH3:22])=[CH:10][C:9]=1[N+:15]([O-:17])=[O:16])([CH3:4])([CH3:3])[CH3:2]. The yield is 0.720.